Dataset: Full USPTO retrosynthesis dataset with 1.9M reactions from patents (1976-2016). Task: Predict the reactants needed to synthesize the given product. (1) Given the product [Cl:32][C:33]1[CH:38]=[CH:37][C:36]([C:39]2[C:48]3[C:43](=[CH:44][CH:45]=[CH:46][CH:47]=3)[N:42]=[C:6]([N:8]3[CH2:9][CH:10]([CH2:12][N:13]4[CH2:14][CH2:15][CH:16]([C:19]5[CH:20]=[C:21]([NH:25][C:26](=[O:28])[CH3:27])[CH:22]=[CH:23][CH:24]=5)[CH2:17][CH2:18]4)[CH2:11]3)[N:40]=2)=[CH:35][CH:34]=1, predict the reactants needed to synthesize it. The reactants are: C(O[C:6]([N:8]1[CH2:11][CH:10]([CH2:12][N:13]2[CH2:18][CH2:17][CH:16]([C:19]3[CH:24]=[CH:23][CH:22]=[C:21]([NH:25][C:26](=[O:28])[CH3:27])[CH:20]=3)[CH2:15][CH2:14]2)[CH2:9]1)=O)(C)(C)C.C(Cl)Cl.[Cl:32][C:33]1[CH:38]=[CH:37][C:36]([C:39]2[C:48]3[C:43](=[CH:44][CH:45]=[CH:46][CH:47]=3)[N:42]=C(NCCCN3CCC(C4C=C(NC(=O)C)C=CC=4)CC3)[N:40]=2)=[CH:35][CH:34]=1. (2) Given the product [CH2:26]([C:24]1[CH:25]=[C:21]([C:18]2[O:17][C:16]([C:12]3[CH:13]=[C:14]([CH3:15])[C:9]([CH2:8][CH2:7][C:6]([NH:5][CH2:4][C:3]([OH:33])=[O:2])=[O:32])=[C:10]([CH3:31])[CH:11]=3)=[N:20][N:19]=2)[S:22][C:23]=1[CH3:30])[CH:27]([CH3:29])[CH3:28], predict the reactants needed to synthesize it. The reactants are: C[O:2][C:3](=[O:33])[CH2:4][NH:5][C:6](=[O:32])[CH2:7][CH2:8][C:9]1[C:14]([CH3:15])=[CH:13][C:12]([C:16]2[O:17][C:18]([C:21]3[S:22][C:23]([CH3:30])=[C:24]([CH2:26][CH:27]([CH3:29])[CH3:28])[CH:25]=3)=[N:19][N:20]=2)=[CH:11][C:10]=1[CH3:31]. (3) The reactants are: Cl[C:2]1[C:7]([N:8]2[CH:12]=[CH:11][CH:10]=[N:9]2)=[CH:6][CH:5]=[CH:4][N:3]=1.C([Li])CCC.[O:18]=[C:19]1[CH2:24][CH2:23][N:22]([C:25]([O:27][C:28]([CH3:31])([CH3:30])[CH3:29])=[O:26])[CH2:21][CH2:20]1.O. Given the product [N:9]1[N:8]2[C:7]3[CH:6]=[CH:5][CH:4]=[N:3][C:2]=3[O:18][C:19]3([CH2:20][CH2:21][N:22]([C:25]([O:27][C:28]([CH3:31])([CH3:30])[CH3:29])=[O:26])[CH2:23][CH2:24]3)[C:12]2=[CH:11][CH:10]=1, predict the reactants needed to synthesize it. (4) Given the product [Br:1][C:2]1[C:3]([N:18]2[CH2:23][CH2:22][O:21][CH2:20][CH2:19]2)=[N:4][C:5]([NH:8][C:9]2[CH:14]=[C:13]([CH3:15])[CH:12]=[C:11]([CH3:16])[CH:10]=2)=[N:6][CH:7]=1, predict the reactants needed to synthesize it. The reactants are: [Br:1][C:2]1[C:3](Cl)=[N:4][C:5]([NH:8][C:9]2[CH:14]=[C:13]([CH3:15])[CH:12]=[C:11]([CH3:16])[CH:10]=2)=[N:6][CH:7]=1.[NH:18]1[CH2:23][CH2:22][O:21][CH2:20][CH2:19]1. (5) Given the product [CH3:8][C:9]1[C:13]([C:21]2[CH:22]=[C:23]([O:25][CH3:26])[CH:24]=[CH:19][C:20]=2[CH2:27][CH2:28][C:29]([O:31][CH2:32][CH3:33])=[O:30])=[C:12]([CH3:17])[O:11][N:10]=1, predict the reactants needed to synthesize it. The reactants are: C1(C)C=CC=CC=1.[CH3:8][C:9]1[C:13](B(O)O)=[C:12]([CH3:17])[O:11][N:10]=1.Br[C:19]1[CH:24]=[C:23]([O:25][CH3:26])[CH:22]=[CH:21][C:20]=1[CH2:27][CH2:28][C:29]([O:31][CH2:32][CH3:33])=[O:30].C(=O)(O)[O-].[Na+]. (6) Given the product [I:1][C:2]1[CH:7]=[C:6]([I:8])[C:5]2[S:11][C:10]([NH2:12])=[N:9][C:4]=2[CH:3]=1, predict the reactants needed to synthesize it. The reactants are: [I:1][C:2]1[CH:3]=[C:4]([NH:9][C:10]([NH2:12])=[S:11])[CH:5]=[C:6]([I:8])[CH:7]=1.BrBr.N. (7) Given the product [OH:26][CH2:25][CH2:24][O:23][CH2:22][CH2:21][O:19][C:14]1[CH:15]=[C:16]([OH:18])[CH:17]=[C:12]([C:9]2[CH:8]=[CH:7][C:6]([CH2:1][CH2:2][CH2:3][CH2:4][CH3:5])=[CH:11][CH:10]=2)[CH:13]=1, predict the reactants needed to synthesize it. The reactants are: [CH2:1]([C:6]1[CH:11]=[CH:10][C:9]([C:12]2[CH:17]=[C:16]([OH:18])[CH:15]=[C:14]([OH:19])[CH:13]=2)=[CH:8][CH:7]=1)[CH2:2][CH2:3][CH2:4][CH3:5].Cl[CH2:21][CH2:22][O:23][CH2:24][CH2:25][OH:26].C(=O)([O-])[O-].[K+].[K+].Cl. (8) Given the product [CH2:31]([O:30][C:26](=[O:29])[CH:27]([OH:28])[CH:13]([CH3:14])[C:12](=[O:15])[C:9]1[S:8][C:7]([C:1]2[CH:2]=[CH:3][CH:4]=[CH:5][CH:6]=2)=[N:11][CH:10]=1)[CH3:32], predict the reactants needed to synthesize it. The reactants are: [C:1]1([C:7]2[S:8][C:9]([C:12](=[O:15])[CH2:13][CH3:14])=[CH:10][N:11]=2)[CH:6]=[CH:5][CH:4]=[CH:3][CH:2]=1.C[Si]([N-][Si](C)(C)C)(C)C.[Li+].[C:26]([O:30][CH2:31][CH3:32])(=[O:29])[CH:27]=[O:28].